This data is from Full USPTO retrosynthesis dataset with 1.9M reactions from patents (1976-2016). The task is: Predict the reactants needed to synthesize the given product. (1) The reactants are: [C:1](=[O:22])(OC1C=CC([N+]([O-])=O)=CC=1)[O:2][CH2:3][CH2:4][N:5]1[CH2:10][CH2:9][N:8]([CH3:11])[CH2:7][CH2:6]1.CCN(C(C)C)C(C)C.[NH:32]1[C:40]2[C:35](=[CH:36][CH:37]=[CH:38][CH:39]=2)[CH2:34][CH2:33]1. Given the product [N:32]1([C:1]([O:2][CH2:3][CH2:4][N:5]2[CH2:6][CH2:7][N:8]([CH3:11])[CH2:9][CH2:10]2)=[O:22])[C:40]2[C:35](=[CH:36][CH:37]=[CH:38][CH:39]=2)[CH2:34][CH2:33]1, predict the reactants needed to synthesize it. (2) Given the product [CH:11]1([NH:14][C:15](=[O:46])[C:16](=[O:45])[CH:17]([NH:25][C:26](=[O:44])[C:27]2[CH:32]=[CH:31][CH:30]=[N:29][C:28]=2[C:33]2[N:34]=[C:35]([C:38]3[CH:39]=[CH:40][CH:41]=[CH:42][CH:43]=3)[S:36][CH:37]=2)[CH2:18][C:19]2[CH:20]=[CH:21][CH:22]=[CH:23][CH:24]=2)[CH2:12][CH2:13]1, predict the reactants needed to synthesize it. The reactants are: C(Cl)CCl.ClC(Cl)C(O)=O.[CH:11]1([NH:14][C:15](=[O:46])[CH:16]([OH:45])[CH:17]([NH:25][C:26](=[O:44])[C:27]2[CH:32]=[CH:31][CH:30]=[N:29][C:28]=2[C:33]2[N:34]=[C:35]([C:38]3[CH:43]=[CH:42][CH:41]=[CH:40][CH:39]=3)[S:36][CH:37]=2)[CH2:18][C:19]2[CH:24]=[CH:23][CH:22]=[CH:21][CH:20]=2)[CH2:13][CH2:12]1.C([O-])(O)=O.[Na+]. (3) Given the product [Br:16][CH:8]([C:5]1[CH:4]=[CH:3][C:2]([F:1])=[CH:7][N:6]=1)[C:9]([OH:11])=[O:10], predict the reactants needed to synthesize it. The reactants are: [F:1][C:2]1[CH:3]=[CH:4][C:5]([CH2:8][C:9]([O-:11])=[O:10])=[N:6][CH:7]=1.[Na+].BrBr.P(Br)(Br)[Br:16]. (4) Given the product [O:4]=[C:5]1[CH2:3][CH:6]2[CH2:7][C:8]3([NH:15][C:16](=[O:22])[O:17][C:18]([CH3:20])([CH3:19])[CH3:21])[CH2:9][CH:10]([CH2:11][CH:12]1[CH2:13]3)[CH2:14]2, predict the reactants needed to synthesize it. The reactants are: [N+](=[CH2:3])=[N-].[O:4]=[C:5]1[CH:12]2[CH2:13][C:8]3([NH:15][C:16](=[O:22])[O:17][C:18]([CH3:21])([CH3:20])[CH3:19])[CH2:9][CH:10]([CH2:14][CH:6]1[CH2:7]3)[CH2:11]2.[OH-].[K+]. (5) Given the product [CH3:18][O:17][PH:15](=[O:16])[O:19][CH3:20].[C:9]1([I+:8][C:2]2[CH:3]=[CH:4][CH:5]=[CH:6][CH:7]=2)[CH:10]=[CH:11][CH:12]=[CH:13][CH:14]=1, predict the reactants needed to synthesize it. The reactants are: [Cl-].[C:2]1([I+:8][C:9]2[CH:14]=[CH:13][CH:12]=[CH:11][CH:10]=2)[CH:7]=[CH:6][CH:5]=[CH:4][CH:3]=1.[P:15](OC)([O:19][CH3:20])([O:17][CH3:18])=[O:16]. (6) Given the product [CH2:42]([O:41][CH2:40][CH:39]([CH2:38][O:37][CH2:35][CH3:36])[O:34][C:31]1[CH:32]=[CH:33][C:28]([N:4]2[C:5](=[O:27])[C:6]([CH2:12][C:13]3[CH:18]=[CH:17][C:16]([C:19]4[CH:24]=[CH:23][CH:22]=[CH:21][C:20]=4[C:25]4[NH:65][C:66](=[O:67])[O:68][N:26]=4)=[CH:15][CH:14]=3)=[C:7]([CH2:9][CH2:10][CH3:11])[N:8]=[C:3]2[CH2:1][CH3:2])=[CH:29][CH:30]=1)[CH3:43], predict the reactants needed to synthesize it. The reactants are: [CH2:1]([C:3]1[N:4]([C:28]2[CH:33]=[CH:32][C:31]([OH:34])=[CH:30][CH:29]=2)[C:5](=[O:27])[C:6]([CH2:12][C:13]2[CH:18]=[CH:17][C:16]([C:19]3[C:20]([C:25]#[N:26])=[CH:21][CH:22]=[CH:23][CH:24]=3)=[CH:15][CH:14]=2)=[C:7]([CH2:9][CH2:10][CH3:11])[N:8]=1)[CH3:2].[CH2:35]([O:37][CH2:38][CH:39](O)[CH2:40][O:41][CH2:42][CH3:43])[CH3:36].C1(P(C2C=CC=CC=2)C2C=CC=CC=2)C=CC=CC=1.[N:65]([C:66]([O:68]C(C)C)=[O:67])=[N:65][C:66]([O:68]C(C)C)=[O:67]. (7) Given the product [CH3:1][O:2][C:3](=[O:9])[CH2:4][CH2:5][CH:6]([O:8][C:12]1[C:13]([F:26])=[CH:14][C:15]([B:17]2[O:21][C:20]([CH3:22])([CH3:23])[C:19]([CH3:25])([CH3:24])[O:18]2)=[CH:16][C:11]=1[F:10])[CH3:7], predict the reactants needed to synthesize it. The reactants are: [CH3:1][O:2][C:3](=[O:9])[CH2:4][CH2:5][CH:6]([OH:8])[CH3:7].[F:10][C:11]1[CH:16]=[C:15]([B:17]2[O:21][C:20]([CH3:23])([CH3:22])[C:19]([CH3:25])([CH3:24])[O:18]2)[CH:14]=[C:13]([F:26])[C:12]=1O.C1(P(C2C=CC=CC=2)C2C=CC=CC=2)C=CC=CC=1.N(C(OC(C)C)=O)=NC(OC(C)C)=O.